From a dataset of Forward reaction prediction with 1.9M reactions from USPTO patents (1976-2016). Predict the product of the given reaction. Given the reactants [CH3:1][CH2:2][Mg+].[Br-].I[C:6]1[CH:13]=[C:12]([O:14][C:15]2[N:20]=[CH:19][C:18]([N+:21]([O-:23])=[O:22])=[CH:17][N:16]=2)[CH:11]=[CH:10][C:7]=1[C:8]#[N:9], predict the reaction product. The product is: [CH2:1]([C:6]1[CH:13]=[C:12]([O:14][C:15]2[N:20]=[CH:19][C:18]([N+:21]([O-:23])=[O:22])=[CH:17][N:16]=2)[CH:11]=[CH:10][C:7]=1[C:8]#[N:9])[CH3:2].